This data is from hERG potassium channel inhibition data for cardiac toxicity prediction from Karim et al.. The task is: Regression/Classification. Given a drug SMILES string, predict its toxicity properties. Task type varies by dataset: regression for continuous values (e.g., LD50, hERG inhibition percentage) or binary classification for toxic/non-toxic outcomes (e.g., AMES mutagenicity, cardiotoxicity, hepatotoxicity). Dataset: herg_karim. (1) The molecule is CC(=O)N(Cc1ccc2ccccc2c1)[C@H]1CCNC1. The result is 1 (blocker). (2) The molecule is COc1cc(-c2cn(Cc3ccc(-c4noc(-c5ccncc5)n4)cc3)nn2)ccc1-n1cnc(C)c1. The result is 0 (non-blocker). (3) The molecule is CC(NC(=O)C1(N)CCCN(c2ncnc3[nH]ccc23)C1)c1ccccc1. The result is 0 (non-blocker). (4) The compound is O=C(Nc1cccc(Nc2ncc(Br)c(NCCc3c[nH]cn3)n2)c1)N1CCCC1. The result is 0 (non-blocker). (5) The drug is CC(C)Oc1cc([C@@H](C2=CCC(=O)N=C2)C2=CN[C@@H](C(C)(C)O)C=C2)ccc1OC(F)F. The result is 0 (non-blocker). (6) The molecule is O=C1COc2cc(OCc3ccccc3)c(CNC34CCC(CC5(O)Cn6c(=O)ccc7ncc(F)c5c76)(CC3)OC4)nc2N1. The result is 0 (non-blocker).